This data is from Full USPTO retrosynthesis dataset with 1.9M reactions from patents (1976-2016). The task is: Predict the reactants needed to synthesize the given product. (1) Given the product [N:57]1([S:61]([NH:64][C:36](=[O:38])[C:35]2[CH:39]=[C:31]([CH:28]3[CH2:29][CH2:30]3)[C:32]([O:41][CH2:42][CH:43]3[CH2:49][CH2:48][CH:47]4[CH:45]([C:46]4([F:50])[F:51])[CH2:44]3)=[CH:33][C:34]=2[F:40])(=[O:63])=[O:62])[CH2:60][CH2:59][CH2:58]1, predict the reactants needed to synthesize it. The reactants are: C(C1(COC2C(C3CC3)=CC(C(O)=O)=C(F)C=2)C2CC3CC(CC1C3)C2)#N.[CH:28]1([C:31]2[C:32]([O:41][CH2:42][CH:43]3[CH2:49][CH2:48][CH:47]4[CH:45]([C:46]4([F:51])[F:50])[CH2:44]3)=[CH:33][C:34]([F:40])=[C:35]([CH:39]=2)[C:36]([OH:38])=O)[CH2:30][CH2:29]1.CS(N)(=O)=O.[N:57]1([S:61]([NH2:64])(=[O:63])=[O:62])[CH2:60][CH2:59][CH2:58]1. (2) Given the product [CH:1]1([O:6][C:7]2[C:12]3[O:13][C:14]4[CH:19]=[CH:18][CH:17]=[CH:16][C:15]=4[C:11]=3[C:10]([CH:21]=[O:23])=[CH:9][CH:8]=2)[CH2:2][CH2:3][CH2:4][CH2:5]1, predict the reactants needed to synthesize it. The reactants are: [CH:1]1([O:6][C:7]2[C:12]3[O:13][C:14]4[CH:19]=[CH:18][CH:17]=[CH:16][C:15]=4[C:11]=3[CH:10]=[CH:9][CH:8]=2)[CH2:5][CH2:4][CH2:3][CH2:2]1.Cl[CH:21]([O:23]C)Cl.[Sn](Cl)(Cl)(Cl)Cl.[K+].[Br-]. (3) Given the product [CH3:16][O:17][C:18]1[CH:25]=[CH:24][C:21]([CH2:22][N:13]2[CH:14]=[CH:15][C:11]([C:8]([C:5]3[CH:6]=[CH:7][C:2]([Br:1])=[CH:3][CH:4]=3)([CH3:10])[CH3:9])=[N:12]2)=[CH:20][CH:19]=1, predict the reactants needed to synthesize it. The reactants are: [Br:1][C:2]1[CH:7]=[CH:6][C:5]([C:8]([C:11]2[CH:15]=[CH:14][NH:13][N:12]=2)([CH3:10])[CH3:9])=[CH:4][CH:3]=1.[CH3:16][O:17][C:18]1[CH:25]=[CH:24][C:21]([CH2:22]Cl)=[CH:20][CH:19]=1.C(=O)([O-])[O-].[K+].[K+]. (4) Given the product [C:1]([O:5][C@@H:6]([C:12]1[C:13]([CH3:36])=[N:14][C:15]2[N:16]([N:30]=[C:31]([NH:63][C:66]([O:58][CH2:57][CH2:56][Si:55]([CH3:60])([CH3:59])[CH3:54])=[O:44])[CH:32]=2)[C:17]=1[C:18]1[C:19]([CH3:29])=[C:20]2[C:25](=[C:26]([F:28])[CH:27]=1)[O:24][CH2:23][CH2:22][CH2:21]2)[C:7]([O:9][CH2:10][CH3:11])=[O:8])([CH3:3])([CH3:4])[CH3:2], predict the reactants needed to synthesize it. The reactants are: [C:1]([O:5][C@@H:6]([C:12]1[C:13]([CH3:36])=[N:14][C:15]2[N:16]([N:30]=[C:31](C(O)=O)[CH:32]=2)[C:17]=1[C:18]1[C:19]([CH3:29])=[C:20]2[C:25](=[C:26]([F:28])[CH:27]=1)[O:24][CH2:23][CH2:22][CH2:21]2)[C:7]([O:9][CH2:10][CH3:11])=[O:8])([CH3:4])([CH3:3])[CH3:2].C1(P(N=[N+]=[N-])(C2C=CC=CC=2)=[O:44])C=CC=CC=1.[CH3:54][Si:55]([CH3:60])([CH3:59])[CH2:56][CH2:57][OH:58].C([N:63]([CH2:66]C)CC)C.